Regression. Given a peptide amino acid sequence and an MHC pseudo amino acid sequence, predict their binding affinity value. This is MHC class II binding data. From a dataset of Peptide-MHC class II binding affinity with 134,281 pairs from IEDB. The peptide sequence is YSKFLANVSTVLTGK. The MHC is DRB1_0701 with pseudo-sequence DRB1_0701. The binding affinity (normalized) is 0.790.